From a dataset of Peptide-MHC class II binding affinity with 134,281 pairs from IEDB. Regression. Given a peptide amino acid sequence and an MHC pseudo amino acid sequence, predict their binding affinity value. This is MHC class II binding data. The peptide sequence is SHGILLKDLEDAQPG. The MHC is DRB1_0101 with pseudo-sequence DRB1_0101. The binding affinity (normalized) is 0.423.